Dataset: Full USPTO retrosynthesis dataset with 1.9M reactions from patents (1976-2016). Task: Predict the reactants needed to synthesize the given product. Given the product [C:45]([O:44][C:42]([N:13]1[CH2:14][CH2:15][C:10]2[O:9][N:8]=[C:7]([C:5]([O:4][CH2:2][CH3:3])=[O:6])[C:11]=2[CH2:12]1)=[O:43])([CH3:48])([CH3:47])[CH3:46], predict the reactants needed to synthesize it. The reactants are: Cl.[CH2:2]([O:4][C:5]([C:7]1[C:11]2[CH2:12][NH:13][CH2:14][CH2:15][C:10]=2[O:9][N:8]=1)=[O:6])[CH3:3].C(N(C(C)C)CC)(C)C.CNC1(NC)C=CN=CC1.CN1CCOCC1.[C:42](O[C:42]([O:44][C:45]([CH3:48])([CH3:47])[CH3:46])=[O:43])([O:44][C:45]([CH3:48])([CH3:47])[CH3:46])=[O:43].ClC(OCC1C=CC=CC=1)=O.